From a dataset of Catalyst prediction with 721,799 reactions and 888 catalyst types from USPTO. Predict which catalyst facilitates the given reaction. (1) Reactant: [Cl:1][C:2]1[C:9]([Cl:10])=[C:8]([OH:11])[CH:7]=[CH:6][C:3]=1[CH:4]=[O:5].[F:12][C:13]([F:26])([F:25])[S:14](O[S:14]([C:13]([F:26])([F:25])[F:12])(=[O:16])=[O:15])(=[O:16])=[O:15].Cl.CCOCC. Product: [Cl:1][C:2]1[C:9]([Cl:10])=[C:8]([O:11][S:14]([C:13]([F:26])([F:25])[F:12])(=[O:16])=[O:15])[CH:7]=[CH:6][C:3]=1[CH:4]=[O:5]. The catalyst class is: 17. (2) Reactant: [N:1]1([C:6]2[N:11]=[C:10]([CH2:12][NH2:13])[CH:9]=[CH:8][CH:7]=2)[CH2:5][CH2:4][CH2:3][CH2:2]1.Cl[C:15]1[CH:16]=[CH:17][C:18]2[N:19]([C:21]([CH3:28])=[C:22]([C:24]([F:27])([F:26])[F:25])[N:23]=2)[N:20]=1.BrC(C)C(=O)C(F)(F)F.C([O-])([O-])=O.[K+].[K+]. Product: [CH3:28][C:21]1[N:19]2[N:20]=[C:15]([NH:13][CH2:12][C:10]3[CH:9]=[CH:8][CH:7]=[C:6]([N:1]4[CH2:2][CH2:3][CH2:4][CH2:5]4)[N:11]=3)[CH:16]=[CH:17][C:18]2=[N:23][C:22]=1[C:24]([F:26])([F:25])[F:27]. The catalyst class is: 31. (3) Reactant: [H-].[Na+].[CH3:3][N:4]([CH2:6][C:7]1[CH:12]=[CH:11][C:10]([OH:13])=[CH:9][C:8]=1[F:14])[CH3:5].CS(O[CH:20]1[CH2:23][N:22]([C:24]([O:26][C:27]([CH3:30])([CH3:29])[CH3:28])=[O:25])[CH2:21]1)(=O)=O.O. Product: [CH3:5][N:4]([CH2:6][C:7]1[CH:12]=[CH:11][C:10]([O:13][CH:20]2[CH2:21][N:22]([C:24]([O:26][C:27]([CH3:30])([CH3:29])[CH3:28])=[O:25])[CH2:23]2)=[CH:9][C:8]=1[F:14])[CH3:3]. The catalyst class is: 3. (4) The catalyst class is: 2. Reactant: [F:1][C:2]1[CH:10]=[C:9]2[C:5]([C:6]([C:20]3[CH:35]=[CH:34][C:23]4[N:24]=[C:25]([CH2:27][CH:28]5[CH2:33][CH2:32][NH:31][CH2:30][CH2:29]5)[O:26][C:22]=4[CH:21]=3)=[CH:7][N:8]2[S:11]([C:14]2[CH:19]=[CH:18][CH:17]=[CH:16][CH:15]=2)(=[O:13])=[O:12])=[CH:4][CH:3]=1.[CH3:36][S:37](Cl)(=[O:39])=[O:38].O. Product: [F:1][C:2]1[CH:10]=[C:9]2[C:5]([C:6]([C:20]3[CH:35]=[CH:34][C:23]4[N:24]=[C:25]([CH2:27][CH:28]5[CH2:29][CH2:30][N:31]([S:37]([CH3:36])(=[O:39])=[O:38])[CH2:32][CH2:33]5)[O:26][C:22]=4[CH:21]=3)=[CH:7][N:8]2[S:11]([C:14]2[CH:19]=[CH:18][CH:17]=[CH:16][CH:15]=2)(=[O:13])=[O:12])=[CH:4][CH:3]=1. (5) Reactant: Br[CH2:2][CH2:3][C:4]([CH3:14])([S:10]([CH3:13])(=[O:12])=[O:11])[C:5]([O:7][CH2:8][CH3:9])=[O:6].[CH2:15]([O:22][C:23]1[CH:28]=[CH:27][N:26]=[C:25]([OH:29])[CH:24]=1)[C:16]1[CH:21]=[CH:20][CH:19]=[CH:18][CH:17]=1.C(=O)([O-])[O-].[Cs+].[Cs+]. Product: [CH2:15]([O:22][C:23]1[CH:28]=[CH:27][N:26]([CH2:2][CH2:3][C:4]([CH3:14])([S:10]([CH3:13])(=[O:12])=[O:11])[C:5]([O:7][CH2:8][CH3:9])=[O:6])[C:25](=[O:29])[CH:24]=1)[C:16]1[CH:17]=[CH:18][CH:19]=[CH:20][CH:21]=1. The catalyst class is: 7. (6) Reactant: [F:1][C:2]1[CH:7]=[CH:6][C:5]([CH:8]2[N:12]([S:13]([C:16]3[CH:21]=[CH:20][C:19]([CH3:22])=[CH:18][CH:17]=3)(=[O:15])=[O:14])[CH:11]([C:23]([Cl:25])=[O:24])[CH2:10][CH2:9]2)=[CH:4][CH:3]=1.N1C=CC=CC=1.[N:32]1[CH:37]=[CH:36][CH:35]=[C:34]([CH2:38][NH2:39])[CH:33]=1. Product: [ClH:25].[N:32]1[CH:37]=[CH:36][CH:35]=[C:34]([CH2:38][NH:39][C:23]([CH:11]2[CH2:10][CH2:9][CH:8]([C:5]3[CH:6]=[CH:7][C:2]([F:1])=[CH:3][CH:4]=3)[N:12]2[S:13]([C:16]2[CH:21]=[CH:20][C:19]([CH3:22])=[CH:18][CH:17]=2)(=[O:15])=[O:14])=[O:24])[CH:33]=1. The catalyst class is: 4. (7) Reactant: [Cl:1][C:2]1[CH:3]=[C:4]([C:19]#[CH:20])[CH:5]=[C:6]2[C:11]=1[O:10][C@H:9]([C:12]([F:15])([F:14])[F:13])[C:8]([C:16]([OH:18])=[O:17])=[CH:7]2.[OH-].[Na+:22]. Product: [Cl:1][C:2]1[CH:3]=[C:4]([C:19]#[CH:20])[CH:5]=[C:6]2[C:11]=1[O:10][C@H:9]([C:12]([F:14])([F:15])[F:13])[C:8]([C:16]([O-:18])=[O:17])=[CH:7]2.[Na+:22]. The catalyst class is: 8.